This data is from Reaction yield outcomes from USPTO patents with 853,638 reactions. The task is: Predict the reaction yield, written as a fraction of the theoretical maximum amount of product (1.0 means a 100% yield; for example, 0.34 means a 34% yield). (1) The reactants are [Br:1][C:2]1[CH:3]=[C:4]([S:8](Cl)(=[O:10])=[O:9])[CH:5]=[CH:6][CH:7]=1.[CH3:12][NH2:13]. The catalyst is C1COCC1. The product is [CH3:12][NH:13][S:8]([C:4]1[CH:5]=[CH:6][CH:7]=[C:2]([Br:1])[CH:3]=1)(=[O:10])=[O:9]. The yield is 0.990. (2) The reactants are Cl[S:2]([C:5]1[CH:6]=[C:7]2[C:11](=[CH:12][CH:13]=1)[NH:10][C:9](=[O:14])[CH2:8]2)(=[O:4])=[O:3].[CH3:15][O:16][C:17]1[C:18]([NH2:23])=[CH:19][CH:20]=[CH:21][CH:22]=1.N1C=CC=CC=1. The catalyst is ClCCl. The product is [CH3:15][O:16][C:17]1[CH:22]=[CH:21][CH:20]=[CH:19][C:18]=1[NH:23][S:2]([C:5]1[CH:6]=[C:7]2[C:11](=[CH:12][CH:13]=1)[NH:10][C:9](=[O:14])[CH2:8]2)(=[O:4])=[O:3]. The yield is 0.370.